From a dataset of Forward reaction prediction with 1.9M reactions from USPTO patents (1976-2016). Predict the product of the given reaction. Given the reactants [Br:1][C:2]1[CH:3]=[N:4][C:5]([O:8][C:9]2[CH:10]=[C:11]([CH:26]=[CH:27][CH:28]=2)[CH:12]=[C:13]2[CH2:18][CH2:17][N:16](C(OC(C)(C)C)=O)[CH2:15][CH2:14]2)=[N:6][CH:7]=1.[F:29][C:30]([F:35])([F:34])[C:31]([OH:33])=[O:32].C1(C)C=CC=CC=1, predict the reaction product. The product is: [F:29][C:30]([F:35])([F:34])[C:31]([OH:33])=[O:32].[Br:1][C:2]1[CH:3]=[N:4][C:5]([O:8][C:9]2[CH:28]=[CH:27][CH:26]=[C:11]([CH:12]=[C:13]3[CH2:18][CH2:17][NH:16][CH2:15][CH2:14]3)[CH:10]=2)=[N:6][CH:7]=1.